This data is from NCI-60 drug combinations with 297,098 pairs across 59 cell lines. The task is: Regression. Given two drug SMILES strings and cell line genomic features, predict the synergy score measuring deviation from expected non-interaction effect. (1) Drug 1: C1CCC(C1)C(CC#N)N2C=C(C=N2)C3=C4C=CNC4=NC=N3. Drug 2: CN1C2=C(C=C(C=C2)N(CCCl)CCCl)N=C1CCCC(=O)O.Cl. Cell line: SW-620. Synergy scores: CSS=13.2, Synergy_ZIP=-0.946, Synergy_Bliss=2.61, Synergy_Loewe=-1.75, Synergy_HSA=-1.13. (2) Drug 1: CN1C(=O)N2C=NC(=C2N=N1)C(=O)N. Drug 2: B(C(CC(C)C)NC(=O)C(CC1=CC=CC=C1)NC(=O)C2=NC=CN=C2)(O)O. Cell line: LOX IMVI. Synergy scores: CSS=52.3, Synergy_ZIP=-4.85, Synergy_Bliss=-3.19, Synergy_Loewe=-39.5, Synergy_HSA=-3.43. (3) Drug 1: CN1C2=C(C=C(C=C2)N(CCCl)CCCl)N=C1CCCC(=O)O.Cl. Drug 2: CCC1(C2=C(COC1=O)C(=O)N3CC4=CC5=C(C=CC(=C5CN(C)C)O)N=C4C3=C2)O.Cl. Cell line: TK-10. Synergy scores: CSS=28.2, Synergy_ZIP=-7.31, Synergy_Bliss=4.23, Synergy_Loewe=-43.6, Synergy_HSA=2.56. (4) Drug 1: CC1C(C(CC(O1)OC2CC(CC3=C2C(=C4C(=C3O)C(=O)C5=C(C4=O)C(=CC=C5)OC)O)(C(=O)C)O)N)O.Cl. Drug 2: CC1=C(C(=CC=C1)Cl)NC(=O)C2=CN=C(S2)NC3=CC(=NC(=N3)C)N4CCN(CC4)CCO. Cell line: OVCAR-8. Synergy scores: CSS=39.4, Synergy_ZIP=3.77, Synergy_Bliss=8.62, Synergy_Loewe=9.00, Synergy_HSA=8.98. (5) Drug 1: CN(C)N=NC1=C(NC=N1)C(=O)N. Drug 2: CNC(=O)C1=NC=CC(=C1)OC2=CC=C(C=C2)NC(=O)NC3=CC(=C(C=C3)Cl)C(F)(F)F. Cell line: U251. Synergy scores: CSS=20.9, Synergy_ZIP=-3.03, Synergy_Bliss=-2.63, Synergy_Loewe=-15.8, Synergy_HSA=-2.90. (6) Drug 1: CC12CCC3C(C1CCC2=O)CC(=C)C4=CC(=O)C=CC34C. Drug 2: CC(C1=C(C=CC(=C1Cl)F)Cl)OC2=C(N=CC(=C2)C3=CN(N=C3)C4CCNCC4)N. Cell line: OVCAR3. Synergy scores: CSS=43.8, Synergy_ZIP=0.681, Synergy_Bliss=0.386, Synergy_Loewe=-1.08, Synergy_HSA=-1.34.